From a dataset of Reaction yield outcomes from USPTO patents with 853,638 reactions. Predict the reaction yield, written as a fraction of the theoretical maximum amount of product (1.0 means a 100% yield; for example, 0.34 means a 34% yield). (1) The reactants are [Br:1]Br.[C:3]([C:6]1[S:7][CH:8]=[C:9]([C:20]([O:22][CH3:23])=[O:21])[C:10]=1[O:11][C:12]([CH:14]1[CH2:19][CH2:18][CH2:17][CH2:16][CH2:15]1)=[O:13])(=[O:5])[CH3:4]. The catalyst is C(O)(=O)C. The product is [Br:1][CH2:4][C:3]([C:6]1[S:7][CH:8]=[C:9]([C:20]([O:22][CH3:23])=[O:21])[C:10]=1[O:11][C:12]([CH:14]1[CH2:15][CH2:16][CH2:17][CH2:18][CH2:19]1)=[O:13])=[O:5]. The yield is 0.290. (2) The reactants are C(OC(C1CCCN1C(=O)C(NC(=O)[C:18]1[CH:23]=[CH:22][C:21](N)=[C:20]([Cl:25])[CH:19]=1)C)=O)(C)(C)C.[O:28]=[C:29]1[O:33][CH:32]([O:34][CH2:35]CC2C=CC=CC=2)[CH:31]([NH:43][C:44]([CH:46]2[CH2:50][CH2:49][CH2:48][N:47]2[C:51](=[O:65])[CH:52]([NH:54][C:55](=[O:64])[C:56]2[CH:61]=[CH:60][C:59]([NH2:62])=[C:58]([Cl:63])[CH:57]=2)[CH3:53])=[O:45])[CH2:30]1. No catalyst specified. The product is [Cl:25][C:20]1[CH:21]=[CH:22][C:23]([CH2:35][O:34][CH:32]2[CH:31]([NH:43][C:44]([CH:46]3[CH2:50][CH2:49][CH2:48][N:47]3[C:51](=[O:65])[CH:52]([NH:54][C:55](=[O:64])[C:56]3[CH:61]=[CH:60][C:59]([NH2:62])=[C:58]([Cl:63])[CH:57]=3)[CH3:53])=[O:45])[CH2:30][C:29](=[O:28])[O:33]2)=[CH:18][CH:19]=1. The yield is 0.650. (3) The reactants are [Cl:1][C:2]1[C:3]2[NH:10][CH:9]=[CH:8][C:4]=2[N:5]=[CH:6][N:7]=1.[CH3:11]S(OC)(=O)=O.C(=O)([O-])[O-].[Cs+].[Cs+].CN(C)C=O. The catalyst is O. The product is [Cl:1][C:2]1[C:3]2[N:10]([CH3:11])[CH:9]=[CH:8][C:4]=2[N:5]=[CH:6][N:7]=1. The yield is 0.800. (4) The product is [Cl:1][C:2]1[N:11]=[C:10]([NH:19][C:16]2[CH:15]=[C:14]([CH3:13])[NH:18][N:17]=2)[C:9]2[C:4](=[CH:5][CH:6]=[CH:7][CH:8]=2)[N:3]=1. The yield is 0.930. The reactants are [Cl:1][C:2]1[N:11]=[C:10](Cl)[C:9]2[C:4](=[CH:5][CH:6]=[CH:7][CH:8]=2)[N:3]=1.[CH3:13][C:14]1[NH:18][N:17]=[C:16]([NH2:19])[CH:15]=1. The catalyst is C(O)C. (5) The reactants are [I:1][CH2:2][CH:3]1[CH2:7][CH2:6][CH2:5][CH2:4]1.[C:8]1([P:14]([C:21]2[CH:26]=[CH:25][CH:24]=[CH:23][CH:22]=2)[C:15]2[CH:20]=[CH:19][CH:18]=[CH:17][CH:16]=2)[CH:13]=[CH:12][CH:11]=[CH:10][CH:9]=1. The catalyst is C(#N)C. The product is [I-:1].[CH:3]1([CH2:2][P+:14]([C:15]2[CH:16]=[CH:17][CH:18]=[CH:19][CH:20]=2)([C:21]2[CH:26]=[CH:25][CH:24]=[CH:23][CH:22]=2)[C:8]2[CH:9]=[CH:10][CH:11]=[CH:12][CH:13]=2)[CH2:7][CH2:6][CH2:5][CH2:4]1. The yield is 0.860. (6) The reactants are [CH3:1][C:2]1[C:10]([C:11]2[CH:12]=[CH:13][C:14]([NH2:17])=[N:15][CH:16]=2)=[CH:9][C:8]2[CH2:7][CH2:6][O:5][C:4]=2[CH:3]=1.[Cl:18][C:19]1[CH:27]=[CH:26][CH:25]=[CH:24][C:20]=1[C:21](Cl)=[O:22]. No catalyst specified. The product is [Cl:18][C:19]1[CH:27]=[CH:26][CH:25]=[CH:24][C:20]=1[C:21]([NH:17][C:14]1[CH:13]=[CH:12][C:11]([C:10]2[C:2]([CH3:1])=[CH:3][C:4]3[O:5][CH2:6][CH2:7][C:8]=3[CH:9]=2)=[CH:16][N:15]=1)=[O:22]. The yield is 0.598.